This data is from Full USPTO retrosynthesis dataset with 1.9M reactions from patents (1976-2016). The task is: Predict the reactants needed to synthesize the given product. Given the product [F:26][C:5]1[CH:4]=[CH:3][C:2](/[CH:54]=[CH:53]/[C:52]2[CH:58]=[CH:59][C:49]([F:48])=[CH:50][CH:51]=2)=[CH:7][C:6]=1[C@:8]1([CH3:25])[CH2:16][C:12]2([CH2:15][CH2:14][CH2:13]2)[O:11][C:10]([NH2:17])=[N:9]1, predict the reactants needed to synthesize it. The reactants are: Br[C:2]1[CH:3]=[CH:4][C:5]([F:26])=[C:6]([C@:8]2([CH3:25])[CH2:16][C:12]3([CH2:15][CH2:14][CH2:13]3)[O:11][C:10]([NH:17]C(=O)OC(C)(C)C)=[N:9]2)[CH:7]=1.BrC1C=CC(F)=C(C2(C)CC3(CCOCC3)OC(N)=N2)C=1.[F:48][C:49]1[CH:59]=[CH:58][C:52](/[CH:53]=[CH:54]/B(O)O)=[CH:51][CH:50]=1.